Dataset: Forward reaction prediction with 1.9M reactions from USPTO patents (1976-2016). Task: Predict the product of the given reaction. (1) Given the reactants [C:1](N)(=[O:3])[CH3:2].C=O.O.[NH:8]([CH2:13][C:14]([OH:16])=[O:15])[CH2:9][C:10]([OH:12])=[O:11].C(NCC(O)=O)(=O)C.CN(CC(O)=O)CC(O)=O, predict the reaction product. The product is: [C:1]([N:8]([CH2:13][C:14]([OH:16])=[O:15])[CH2:9][C:10]([OH:12])=[O:11])(=[O:3])[CH3:2]. (2) Given the reactants [Cl:1][C:2]1[CH:10]=[CH:9][C:8](B2OC(C)(C)C(C)(C)O2)=[C:7]2[C:3]=1[C:4]([NH:21][S:22]([CH3:25])(=[O:24])=[O:23])=[N:5][N:6]2[CH3:20].NC1C2C(=C([C:37]3[C:38]([C@@H:49]([NH:59][C:60](=[O:76])[CH2:61][N:62]4[C:66]5[C:67]([F:72])([F:71])[C@@H:68]6[CH2:70][C@@H:69]6[C:65]=5[C:64]([CH:73]([F:75])[F:74])=[N:63]4)[CH2:50][C:51]4[CH:56]=[C:55]([F:57])[CH:54]=[C:53]([F:58])[CH:52]=4)=[N:39][C:40]([C:43]#[C:44][C:45]([CH3:48])([CH3:47])[CH3:46])=[CH:41][CH:42]=3)C=CC=2Cl)N(C)N=1, predict the reaction product. The product is: [Cl:1][C:2]1[CH:10]=[CH:9][C:8]([C:37]2[C:38]([C@@H:49]([NH:59][C:60](=[O:76])[CH2:61][N:62]3[C:66]4[C:67]([F:72])([F:71])[C@@H:68]5[CH2:70][C@@H:69]5[C:65]=4[C:64]([CH:73]([F:75])[F:74])=[N:63]3)[CH2:50][C:51]3[CH:52]=[C:53]([F:58])[CH:54]=[C:55]([F:57])[CH:56]=3)=[N:39][C:40]([C:43]#[C:44][C:45]([CH3:46])([CH3:48])[CH3:47])=[CH:41][CH:42]=2)=[C:7]2[C:3]=1[C:4]([NH:21][S:22]([CH3:25])(=[O:23])=[O:24])=[N:5][N:6]2[CH3:20]. (3) Given the reactants [S:1]1[CH:5]=[CH:4][C:3]([C:6]2[CH:19]=[CH:18][C:9]([CH2:10][C:11]3[CH:16]=[CH:15][C:14]([OH:17])=[CH:13][CH:12]=3)=[CH:8][CH:7]=2)=[CH:2]1.C(OC([N:27]1[CH2:31][CH2:30][CH2:29][C@@H:28]1[CH2:32]OS(C1C=CC(C)=CC=1)(=O)=O)=O)(C)(C)C.[H-].[Na+].C([O-])(O)=O.[Na+].[ClH:51], predict the reaction product. The product is: [ClH:51].[S:1]1[CH:5]=[CH:4][C:3]([C:6]2[CH:7]=[CH:8][C:9]([CH2:10][C:11]3[CH:16]=[CH:15][C:14]([O:17][CH2:32][C@H:28]4[CH2:29][CH2:30][CH2:31][NH:27]4)=[CH:13][CH:12]=3)=[CH:18][CH:19]=2)=[CH:2]1. (4) Given the reactants [CH3:1][NH2:2].C(O[C:6](=[C:8]([C:11]#[N:12])[C:9]#[N:10])[CH3:7])C, predict the reaction product. The product is: [CH3:1][NH:2][C:6](=[C:8]([C:11]#[N:12])[C:9]#[N:10])[CH3:7].